Dataset: Forward reaction prediction with 1.9M reactions from USPTO patents (1976-2016). Task: Predict the product of the given reaction. (1) Given the reactants [CH2:1]([N:8]([CH2:16][C@@H:17]1[CH2:22][CH2:21][C@H:20]([CH2:23][OH:24])[CH2:19][CH2:18]1)[CH2:9][C:10]1[CH:15]=[CH:14][CH:13]=[CH:12][CH:11]=1)[C:2]1[CH:7]=[CH:6][CH:5]=[CH:4][CH:3]=1.[H-].[Na+].Cl[C:28]1[CH:33]=[CH:32][C:31]([N+:34]([O-:36])=[O:35])=[CH:30][N:29]=1, predict the reaction product. The product is: [CH2:1]([N:8]([CH2:9][C:10]1[CH:11]=[CH:12][CH:13]=[CH:14][CH:15]=1)[CH2:16][C@H:17]1[CH2:22][CH2:21][C@@H:20]([CH2:23][O:24][C:28]2[CH:33]=[CH:32][C:31]([N+:34]([O-:36])=[O:35])=[CH:30][N:29]=2)[CH2:19][CH2:18]1)[C:2]1[CH:3]=[CH:4][CH:5]=[CH:6][CH:7]=1. (2) Given the reactants [O:1]=[C:2]1[N:7]([CH2:8][C:9]([OH:11])=O)[N:6]=[N:5][C:4]2[CH:12]=[CH:13][C:14]([C:16]([F:19])([F:18])[F:17])=[CH:15][C:3]1=2.[C:20]1([CH3:29])[CH:25]=[CH:24][C:23]([C@@H:26]([NH2:28])[CH3:27])=[CH:22][CH:21]=1, predict the reaction product. The product is: [O:1]=[C:2]1[N:7]([CH2:8][C:9]([NH:28][C@H:26]([C:23]2[CH:24]=[CH:25][C:20]([CH3:29])=[CH:21][CH:22]=2)[CH3:27])=[O:11])[N:6]=[N:5][C:4]2[CH:12]=[CH:13][C:14]([C:16]([F:19])([F:18])[F:17])=[CH:15][C:3]1=2.